Dataset: Full USPTO retrosynthesis dataset with 1.9M reactions from patents (1976-2016). Task: Predict the reactants needed to synthesize the given product. (1) Given the product [Cl:1][C:2]1[CH:7]=[C:6]([NH:10][C:11]2[CH:20]=[CH:19][CH:18]=[CH:17][C:12]=2[C:13]([NH:15][CH3:16])=[O:14])[C:5]([Cl:9])=[CH:4][N:3]=1, predict the reactants needed to synthesize it. The reactants are: [Cl:1][C:2]1[CH:7]=[C:6](I)[C:5]([Cl:9])=[CH:4][N:3]=1.[NH2:10][C:11]1[CH:20]=[CH:19][CH:18]=[CH:17][C:12]=1[C:13]([NH:15][CH3:16])=[O:14].C(=O)([O-])[O-].[Cs+].[Cs+].CC1(C)C2C=CC=C(P(C3C=CC=CC=3)C3C=CC=CC=3)C=2OC2C1=CC=CC=2P(C1C=CC=CC=1)C1C=CC=CC=1. (2) The reactants are: Cl[CH:2]([CH:10]1[CH2:15][CH2:14][CH2:13][CH2:12][CH2:11]1)[C:3]1[CH:7]=[C:6]([CH3:8])[S:5][C:4]=1[CH3:9].[NH2:16][C:17]1[CH:26]=[CH:25][C:20]([C:21]([O:23]C)=[O:22])=[CH:19][CH:18]=1.[I-].[Na+].C(=O)([O-])[O-].[Na+].[Na+].Cl.[OH-].[Na+]. Given the product [CH:10]1([CH:2]([NH:16][C:17]2[CH:26]=[CH:25][C:20]([C:21]([OH:23])=[O:22])=[CH:19][CH:18]=2)[C:3]2[CH:7]=[C:6]([CH3:8])[S:5][C:4]=2[CH3:9])[CH2:15][CH2:14][CH2:13][CH2:12][CH2:11]1, predict the reactants needed to synthesize it. (3) Given the product [CH:12]([N:9]1[C:10]2[CH:11]=[C:3]([C:1]3[NH:22][N:21]=[N:20][N:2]=3)[CH:4]=[C:5]([C:16]([O:18][CH3:19])=[O:17])[C:6]=2[C:7]([CH3:15])=[CH:8]1)([CH3:14])[CH3:13], predict the reactants needed to synthesize it. The reactants are: [C:1]([C:3]1[CH:4]=[C:5]([C:16]([O:18][CH3:19])=[O:17])[C:6]2[C:7]([CH3:15])=[CH:8][N:9]([CH:12]([CH3:14])[CH3:13])[C:10]=2[CH:11]=1)#[N:2].[N:20]([Si](C)(C)C)=[N+:21]=[N-:22].O.O.O.[F-].C([N+](CCCC)(CCCC)CCCC)CCC.CO.C(Cl)Cl. (4) Given the product [Cl:1][CH2:2][CH2:3][CH2:4][S:5]([C:6]1[CH:32]=[CH:31][C:9]([O:10][CH:11]2[CH2:15][CH2:14][N:13]([CH:16]3[CH2:17][CH2:18][N:19]([C:22]4[S:26][N:25]=[C:24]([CH:27]([CH3:29])[CH3:28])[N:23]=4)[CH2:20][CH2:21]3)[C:12]2=[O:30])=[C:8]([F:33])[CH:7]=1)(=[O:39])=[O:45], predict the reactants needed to synthesize it. The reactants are: [Cl:1][CH2:2][CH2:3][CH2:4][S:5][C:6]1[CH:32]=[CH:31][C:9]([O:10][CH:11]2[CH2:15][CH2:14][N:13]([CH:16]3[CH2:21][CH2:20][N:19]([C:22]4[S:26][N:25]=[C:24]([CH:27]([CH3:29])[CH3:28])[N:23]=4)[CH2:18][CH2:17]3)[C:12]2=[O:30])=[C:8]([F:33])[CH:7]=1.ClC1C=C(C=CC=1)C(OO)=[O:39].[OH2:45]. (5) The reactants are: [C:1]([O:5][C:6](=[O:34])[NH:7][CH2:8][CH2:9][CH2:10][N:11]([C:25](=[O:33])[C:26]1[CH:31]=[CH:30][C:29]([CH3:32])=[CH:28][CH:27]=1)[CH:12]([C:15]1[NH:20][C:19](=[O:21])[C:18]2=[CH:22][CH:23]=[CH:24][N:17]2[N:16]=1)[CH2:13][CH3:14])([CH3:4])([CH3:3])[CH3:2].C(OC(=O)NCCCN(C(C1N(CC2C=CC(F)=CC=2)C(=O)C2=CC=CN2N=1)CC)C(=O)C1C=CC(C)=CC=1)(C)(C)C.Br[CH2:78][C:79]([O:81][CH3:82])=[O:80]. Given the product [CH3:82][O:81][C:79](=[O:80])[CH2:78][N:20]1[C:19](=[O:21])[C:18]2=[CH:22][CH:23]=[CH:24][N:17]2[N:16]=[C:15]1[CH:12]([N:11]([CH2:10][CH2:9][CH2:8][NH:7][C:6]([O:5][C:1]([CH3:2])([CH3:4])[CH3:3])=[O:34])[C:25](=[O:33])[C:26]1[CH:27]=[CH:28][C:29]([CH3:32])=[CH:30][CH:31]=1)[CH2:13][CH3:14], predict the reactants needed to synthesize it.